This data is from Reaction yield outcomes from USPTO patents with 853,638 reactions. The task is: Predict the reaction yield, written as a fraction of the theoretical maximum amount of product (1.0 means a 100% yield; for example, 0.34 means a 34% yield). (1) The yield is 0.840. The reactants are [CH3:1][O:2][C:3]1[CH:4]=[C:5]([SH:11])[CH:6]=[CH:7][C:8]=1[O:9][CH3:10].Cl[CH2:13][C:14]#[N:15].C([O-])([O-])=O.[K+].[K+].CCOC(C)=O. The product is [CH3:1][O:2][C:3]1[CH:4]=[C:5]([S:11][CH2:13][C:14]#[N:15])[CH:6]=[CH:7][C:8]=1[O:9][CH3:10]. The catalyst is CN(C=O)C.CN(C1C=CN=CC=1)C. (2) The reactants are [H-].[Na+].[C:3]([O:7][C:8]([N:10]1[CH2:20][CH2:19][C:13]2([O:17][C:16](=[O:18])[NH:15][CH2:14]2)[CH2:12][CH2:11]1)=[O:9])([CH3:6])([CH3:5])[CH3:4].[Br:21][C:22]1[CH:23]=[C:24]([CH:27]=[CH:28][CH:29]=1)[CH2:25]Br.O. The catalyst is CN(C=O)C. The product is [C:3]([O:7][C:8]([N:10]1[CH2:11][CH2:12][C:13]2([O:17][C:16](=[O:18])[N:15]([CH2:25][C:24]3[CH:27]=[CH:28][CH:29]=[C:22]([Br:21])[CH:23]=3)[CH2:14]2)[CH2:19][CH2:20]1)=[O:9])([CH3:6])([CH3:4])[CH3:5]. The yield is 0.930. (3) The reactants are [Br:1][C:2]1[CH:3]=[CH:4][C:5]([O:11][CH:12]2[CH2:16][CH2:15][CH2:14][CH2:13]2)=[C:6]([C:8](=O)[CH3:9])[CH:7]=1.Cl.[NH2:18][OH:19].N1C=CC=CC=1. The catalyst is C(Cl)(Cl)Cl.CO. The product is [Br:1][C:2]1[CH:3]=[CH:4][C:5]([O:11][CH:12]2[CH2:16][CH2:15][CH2:14][CH2:13]2)=[C:6]([C:8](=[N:18][OH:19])[CH3:9])[CH:7]=1. The yield is 0.870. (4) The reactants are [CH2:1]([C:8]1[C:9]([NH2:22])=[N:10][CH:11]=[C:12]([C:14]2[CH:19]=[CH:18][C:17]([O:20][CH3:21])=[CH:16][CH:15]=2)[N:13]=1)[C:2]1[CH:7]=[CH:6][CH:5]=[CH:4][CH:3]=1.[CH3:23][O:24][C:25]1[CH:30]=[CH:29][C:28]([N:31]=[C:32]=[O:33])=[CH:27][CH:26]=1. The catalyst is ClCCCl. The product is [CH2:1]([C:8]1[C:9]([NH:22][C:32]([NH:31][C:28]2[CH:29]=[CH:30][C:25]([O:24][CH3:23])=[CH:26][CH:27]=2)=[O:33])=[N:10][CH:11]=[C:12]([C:14]2[CH:19]=[CH:18][C:17]([O:20][CH3:21])=[CH:16][CH:15]=2)[N:13]=1)[C:2]1[CH:7]=[CH:6][CH:5]=[CH:4][CH:3]=1. The yield is 0.592. (5) The reactants are [N:1]1[C:8]([Cl:9])=[N:7][C:5](Cl)=[N:4][C:2]=1[Cl:3].[CH3:10][CH:11]1[CH2:16][O:15][CH2:14][CH:13]([CH3:17])[NH:12]1. No catalyst specified. The product is [Cl:9][C:8]1[N:1]=[C:2]([Cl:3])[N:4]=[C:5]([N:12]2[CH:13]([CH3:17])[CH2:14][O:15][CH2:16][CH:11]2[CH3:10])[N:7]=1. The yield is 0.350.